Task: Predict the reaction yield, written as a fraction of the theoretical maximum amount of product (1.0 means a 100% yield; for example, 0.34 means a 34% yield).. Dataset: Reaction yield outcomes from USPTO patents with 853,638 reactions (1) The reactants are [CH2:1]([O:3][C:4]([C:6]1[CH:7]=[C:8]([CH:12]2[CH2:17][CH2:16][N:15]([C:18]([O:20][C:21]([CH3:24])([CH3:23])[CH3:22])=[O:19])[CH2:14][CH2:13]2)[CH:9]=[CH:10][CH:11]=1)=[O:5])[CH3:2].I([O-])(=O)(=O)=[O:26].[Na+]. The catalyst is C(Cl)(Cl)Cl.O.O.[Ru](=O)=O. The product is [CH2:1]([O:3][C:4]([C:6]1[CH:7]=[C:8]([CH:12]2[CH2:17][CH2:16][N:15]([C:18]([O:20][C:21]([CH3:23])([CH3:22])[CH3:24])=[O:19])[C:14](=[O:26])[CH2:13]2)[CH:9]=[CH:10][CH:11]=1)=[O:5])[CH3:2]. The yield is 0.290. (2) The catalyst is [Pd].CO. The yield is 1.00. The reactants are [CH3:1][C@@:2]1([C:7]([OH:9])=[O:8])[CH2:6][CH2:5][CH2:4][NH:3]1.[CH2:10]=O.O.[H][H]. The product is [CH3:10][N:3]1[CH2:4][CH2:5][CH2:6][C@@:2]1([CH3:1])[C:7]([OH:9])=[O:8]. (3) The reactants are FC(F)(F)S(O[C:7]1[C:12]2[O:13][CH:14]([CH2:17][O:18][S:19]([C:22]3[CH:27]=[CH:26][C:25]([CH3:28])=[CH:24][CH:23]=3)(=[O:21])=[O:20])[CH2:15][O:16][C:11]=2[CH:10]=[CH:9][CH:8]=1)(=O)=O.[CH3:31][C:32]1[CH:37]=[CH:36][C:35]([CH3:38])=[CH:34][C:33]=1B(O)O. No catalyst specified. The product is [CH3:31][C:32]1[CH:37]=[CH:36][C:35]([CH3:38])=[CH:34][C:33]=1[C:7]1[C:12]2[O:13][CH:14]([CH2:17][O:18][S:19]([C:22]3[CH:23]=[CH:24][C:25]([CH3:28])=[CH:26][CH:27]=3)(=[O:21])=[O:20])[CH2:15][O:16][C:11]=2[CH:10]=[CH:9][CH:8]=1. The yield is 1.00. (4) The reactants are Br[C:2]1[C:3]([CH2:10][O:11][CH2:12][O:13][CH3:14])=[N:4][C:5]([O:8][CH3:9])=[CH:6][CH:7]=1.CC(C)([O-])C.[Na+].[NH:21]1[CH2:25][CH2:24][CH2:23][CH2:22]1. The catalyst is C1(C)C=CC=CC=1. The product is [CH3:9][O:8][C:5]1[N:4]=[C:3]([CH2:10][O:11][CH2:12][O:13][CH3:14])[C:2]([N:21]2[CH2:25][CH2:24][CH2:23][CH2:22]2)=[CH:7][CH:6]=1. The yield is 0.140. (5) The reactants are Cl.[C:2]1([CH3:10])[CH:7]=[CH:6][C:5]([NH:8][NH2:9])=[CH:4][CH:3]=1.C(N(CC)CC)C.[CH2:18](Br)[CH2:19][C:20]1[CH:25]=[CH:24][CH:23]=[CH:22][CH:21]=1. The catalyst is CCO. The product is [CH2:18]([N:8]([C:5]1[CH:6]=[CH:7][C:2]([CH3:10])=[CH:3][CH:4]=1)[NH2:9])[CH2:19][C:20]1[CH:25]=[CH:24][CH:23]=[CH:22][CH:21]=1. The yield is 0.260.